Dataset: NCI-60 drug combinations with 297,098 pairs across 59 cell lines. Task: Regression. Given two drug SMILES strings and cell line genomic features, predict the synergy score measuring deviation from expected non-interaction effect. (1) Drug 1: CCC1(CC2CC(C3=C(CCN(C2)C1)C4=CC=CC=C4N3)(C5=C(C=C6C(=C5)C78CCN9C7C(C=CC9)(C(C(C8N6C)(C(=O)OC)O)OC(=O)C)CC)OC)C(=O)OC)O.OS(=O)(=O)O. Drug 2: C(CN)CNCCSP(=O)(O)O. Cell line: KM12. Synergy scores: CSS=6.83, Synergy_ZIP=1.51, Synergy_Bliss=2.04, Synergy_Loewe=7.91, Synergy_HSA=-3.22. (2) Drug 1: CN(C)N=NC1=C(NC=N1)C(=O)N. Drug 2: C(CCl)NC(=O)N(CCCl)N=O. Cell line: HOP-62. Synergy scores: CSS=-7.25, Synergy_ZIP=4.42, Synergy_Bliss=1.54, Synergy_Loewe=-4.18, Synergy_HSA=-3.66. (3) Drug 1: C1=NC2=C(N1)C(=S)N=CN2. Drug 2: CC(C)CN1C=NC2=C1C3=CC=CC=C3N=C2N. Cell line: SK-OV-3. Synergy scores: CSS=31.1, Synergy_ZIP=-0.761, Synergy_Bliss=-0.812, Synergy_Loewe=-2.49, Synergy_HSA=-1.14. (4) Drug 1: CC1OCC2C(O1)C(C(C(O2)OC3C4COC(=O)C4C(C5=CC6=C(C=C35)OCO6)C7=CC(=C(C(=C7)OC)O)OC)O)O. Drug 2: CC1=C(N=C(N=C1N)C(CC(=O)N)NCC(C(=O)N)N)C(=O)NC(C(C2=CN=CN2)OC3C(C(C(C(O3)CO)O)O)OC4C(C(C(C(O4)CO)O)OC(=O)N)O)C(=O)NC(C)C(C(C)C(=O)NC(C(C)O)C(=O)NCCC5=NC(=CS5)C6=NC(=CS6)C(=O)NCCC[S+](C)C)O. Cell line: HOP-92. Synergy scores: CSS=38.5, Synergy_ZIP=-6.01, Synergy_Bliss=-4.04, Synergy_Loewe=-2.16, Synergy_HSA=0.236.